This data is from Forward reaction prediction with 1.9M reactions from USPTO patents (1976-2016). The task is: Predict the product of the given reaction. (1) Given the reactants [Cl:1][C:2]1[C:3]([N:15]([CH3:24])[CH:16]2[CH2:23][CH:19]3[CH2:20][NH:21][CH2:22][CH:18]3[CH2:17]2)=[N:4][C:5]([NH:8][C:9]2[CH:10]=[N:11][N:12]([CH3:14])[CH:13]=2)=[N:6][CH:7]=1.C1C=NC2N([OH:34])N=NC=2C=1.CCN=C=[N:39][CH2:40][CH2:41][CH2:42]N(C)C.CCN(CC)CC, predict the reaction product. The product is: [Cl:1][C:2]1[C:3]([N:15]([CH3:24])[CH:16]2[CH2:23][CH:19]3[CH2:20][N:21]([C:42](=[O:34])[CH2:41][C:40]#[N:39])[CH2:22][CH:18]3[CH2:17]2)=[N:4][C:5]([NH:8][C:9]2[CH:10]=[N:11][N:12]([CH3:14])[CH:13]=2)=[N:6][CH:7]=1. (2) Given the reactants [C:1]([NH:4][C:5]1[C:14]([O:15][CH:16]2[CH2:20][CH2:19][CH2:18][CH2:17]2)=[C:13]([O:21][CH3:22])[CH:12]=[CH:11][C:6]=1[C:7]([O:9][CH3:10])=[O:8])(=[O:3])[CH3:2].[H-].[Na+].I[CH3:26], predict the reaction product. The product is: [CH:16]1([O:15][C:14]2[C:5]([N:4]([CH3:26])[C:1](=[O:3])[CH3:2])=[C:6]([CH:11]=[CH:12][C:13]=2[O:21][CH3:22])[C:7]([O:9][CH3:10])=[O:8])[CH2:17][CH2:18][CH2:19][CH2:20]1.